Dataset: Forward reaction prediction with 1.9M reactions from USPTO patents (1976-2016). Task: Predict the product of the given reaction. (1) Given the reactants [CH3:1][CH:2]1[CH2:7][CH2:6][CH2:5][N:4]([C:8]2[O:9][C:10]([C:17]([NH:19][C:20]3[CH:25]=[CH:24][C:23]([C:26]4[CH:31]=[CH:30][C:29]([C:32](O)=[O:33])=[CH:28][CH:27]=4)=[CH:22][CH:21]=3)=[O:18])=[C:11]([C:13]([F:16])([F:15])[F:14])[N:12]=2)[CH2:3]1.[NH2:35][C:36]1[CH:41]=[CH:40][CH:39]=[CH:38][CH:37]=1.F[P-](F)(F)(F)(F)F.N1(OC(N(C)C)=[N+](C)C)C2N=CC=CC=2N=N1.C(N(CC)C(C)C)(C)C, predict the reaction product. The product is: [C:36]1([NH:35][C:32]([C:29]2[CH:30]=[CH:31][C:26]([C:23]3[CH:24]=[CH:25][C:20]([NH:19][C:17]([C:10]4[O:9][C:8]([N:4]5[CH2:5][CH2:6][CH2:7][CH:2]([CH3:1])[CH2:3]5)=[N:12][C:11]=4[C:13]([F:15])([F:14])[F:16])=[O:18])=[CH:21][CH:22]=3)=[CH:27][CH:28]=2)=[O:33])[CH:41]=[CH:40][CH:39]=[CH:38][CH:37]=1. (2) Given the reactants [F:1][C:2]1[CH:27]=[CH:26][C:5]([O:6][C:7]2[CH:12]=[CH:11][C:10]([C:13]3[C:18]4=[N:19][S:20](=[O:24])(=[O:23])[CH2:21][CH2:22][N:17]4[CH:16]=[C:15]([CH3:25])[CH:14]=3)=[CH:9][CH:8]=2)=[CH:4][C:3]=1[O:28][CH3:29], predict the reaction product. The product is: [F:1][C:2]1[CH:27]=[CH:26][C:5]([O:6][C:7]2[CH:8]=[CH:9][C:10]([CH:13]3[C:18]4=[N:19][S:20](=[O:24])(=[O:23])[CH2:21][CH2:22][N:17]4[CH2:16][CH:15]([CH3:25])[CH2:14]3)=[CH:11][CH:12]=2)=[CH:4][C:3]=1[O:28][CH3:29]. (3) Given the reactants Br[C:2]1[CH:36]=[CH:35][C:5]([CH2:6][O:7][C:8]2[CH:13]=[CH:12][C:11]([CH3:14])=[CH:10][C:9]=2[C:15]2[N:20]=[C:19]([N:21]3[C:25]([C:26]([F:29])([F:28])[F:27])=[C:24]([C:30]([O:32][CH2:33][CH3:34])=[O:31])[CH:23]=[N:22]3)[CH:18]=[CH:17][CH:16]=2)=[CH:4][CH:3]=1.CC1(C)C(C)(C)OB([C:45]2[CH2:46][CH2:47][N:48]([C:51]([O:53][C:54]([CH3:57])([CH3:56])[CH3:55])=[O:52])[CH2:49][CH:50]=2)O1.C(=O)([O-])[O-].[Na+].[Na+], predict the reaction product. The product is: [CH2:33]([O:32][C:30]([C:24]1[CH:23]=[N:22][N:21]([C:19]2[N:20]=[C:15]([C:9]3[CH:10]=[C:11]([CH3:14])[CH:12]=[CH:13][C:8]=3[O:7][CH2:6][C:5]3[CH:35]=[CH:36][C:2]([C:45]4[CH2:50][CH2:49][N:48]([C:51]([O:53][C:54]([CH3:57])([CH3:56])[CH3:55])=[O:52])[CH2:47][CH:46]=4)=[CH:3][CH:4]=3)[CH:16]=[CH:17][CH:18]=2)[C:25]=1[C:26]([F:29])([F:28])[F:27])=[O:31])[CH3:34]. (4) The product is: [CH:38]1[C:46]2[C:45]3[CH:47]=[CH:48][CH:49]=[CH:50][C:44]=3[O:43][C:42]=2[C:41]([C:2]2[C:3]3[C@@H:4]4[CH2:22][CH2:21][NH:20][CH2:19][CH2:18][C@@H:5]4[NH:6][C:7]=3[CH:8]=[CH:9][CH:10]=2)=[CH:40][CH:39]=1. Given the reactants Br[C:2]1[C:3]2[CH:4]3[CH2:22][CH2:21][N:20](C(OC(C)(C)C)=O)[CH2:19][CH2:18][CH:5]3[N:6](C(OC(C)(C)C)=O)[C:7]=2[CH:8]=[CH:9][CH:10]=1.P([O-])([O-])([O-])=O.[K+].[K+].[K+].[CH:38]1[C:46]2[C:45]3[CH:47]=[CH:48][CH:49]=[CH:50][C:44]=3[O:43][C:42]=2[C:41](B(O)O)=[CH:40][CH:39]=1.N#N, predict the reaction product.